This data is from Full USPTO retrosynthesis dataset with 1.9M reactions from patents (1976-2016). The task is: Predict the reactants needed to synthesize the given product. (1) Given the product [Br:7][C:8]1[CH:13]=[C:12]([S:14]([CH2:17][CH3:18])(=[O:16])=[O:15])[CH:11]=[CH:10][C:9]=1[O:4][CH2:1][CH2:2][CH3:3], predict the reactants needed to synthesize it. The reactants are: [CH2:1]([OH:4])[CH2:2][CH3:3].[H-].[Na+].[Br:7][C:8]1[CH:13]=[C:12]([S:14]([CH2:17][CH3:18])(=[O:16])=[O:15])[CH:11]=[CH:10][C:9]=1F.[NH4+].[Cl-]. (2) The reactants are: [Cl:1][C:2]1[C:3]2[N:4]([CH:8]=[CH:9][N:10]=2)[CH:5]=[CH:6][N:7]=1.C1C(=O)N([I:18])C(=O)C1. Given the product [Cl:1][C:2]1[C:3]2[N:4]([C:8]([I:18])=[CH:9][N:10]=2)[CH:5]=[CH:6][N:7]=1, predict the reactants needed to synthesize it. (3) Given the product [CH3:39][C:33]1[CH:34]=[C:35]([CH3:38])[CH:36]=[CH:37][C:32]=1[N:29]1[CH2:28][CH2:27][N:26]([C:24]([C:21]2[CH:22]=[CH:23][C:18]([N:11]3[C@H:10]([CH2:9][OH:8])[CH2:14][CH2:13][S:12]3(=[O:15])=[O:16])=[C:19]([F:40])[CH:20]=2)=[O:25])[CH2:31][CH2:30]1, predict the reactants needed to synthesize it. The reactants are: C([O:8][CH2:9][C@@H:10]1[CH2:14][CH2:13][S:12](=[O:16])(=[O:15])[NH:11]1)C1C=CC=CC=1.Br[C:18]1[CH:23]=[CH:22][C:21]([C:24]([N:26]2[CH2:31][CH2:30][N:29]([C:32]3[CH:37]=[CH:36][C:35]([CH3:38])=[CH:34][C:33]=3[CH3:39])[CH2:28][CH2:27]2)=[O:25])=[CH:20][C:19]=1[F:40]. (4) Given the product [C:1]([O:5][C:6]([C:8]1[N:9]([CH2:13][CH:14]([OH:31])[CH2:15][O:16][C:17]2[CH:18]=[CH:19][C:20]([CH2:23][CH2:24][CH2:25][CH2:26][CH2:27][CH2:28][CH2:29][CH3:30])=[CH:21][CH:22]=2)[CH:10]=[CH:11][CH:12]=1)=[O:7])([CH3:4])([CH3:3])[CH3:2], predict the reactants needed to synthesize it. The reactants are: [C:1]([O:5][C:6]([C:8]1[N:9]([CH2:13][CH:14]([O:31]C(=O)C)[CH2:15][O:16][C:17]2[CH:22]=[CH:21][C:20]([CH2:23][CH2:24][CH2:25][CH2:26][CH2:27][CH2:28][CH2:29][CH3:30])=[CH:19][CH:18]=2)[CH:10]=[CH:11][CH:12]=1)=[O:7])([CH3:4])([CH3:3])[CH3:2].C[O-].[Na+]. (5) Given the product [CH3:30][N:26]1[CH2:27][CH2:28][N:24]([C:21]2[CH:22]=[N:23][C:18]([C:16]([N:13]3[CH2:12][CH2:11][N:10]([C:3]4[C:2]([CH3:1])=[CH:7][C:6]([CH3:8])=[C:5]([CH3:9])[N:4]=4)[CH2:15][CH2:14]3)=[O:17])=[CH:19][CH:20]=2)[C:25]1=[O:29], predict the reactants needed to synthesize it. The reactants are: [CH3:1][C:2]1[C:3]([N:10]2[CH2:15][CH2:14][N:13]([C:16]([C:18]3[N:23]=[CH:22][C:21]([N:24]4[CH2:28][CH2:27][NH:26][C:25]4=[O:29])=[CH:20][CH:19]=3)=[O:17])[CH2:12][CH2:11]2)=[N:4][C:5]([CH3:9])=[C:6]([CH3:8])[CH:7]=1.[CH3:30]I. (6) Given the product [CH:8]1[C:7]2[C:6]3[C:5]([C:15]4[C:16]=2[C:11]([CH:12]=[CH:13][CH:14]=4)=[CH:10][CH:9]=1)=[N:19][C:20]1[C:28](=[CH:27][CH:26]=[C:22]([C:23]([OH:25])=[O:24])[CH:21]=1)[N:29]=3, predict the reactants needed to synthesize it. The reactants are: CC(C)=O.[C:5]1(=O)[C:15]2=[C:16]3[C:11](=[CH:12][CH:13]=[CH:14]2)[CH:10]=[CH:9][CH:8]=[C:7]3[C:6]1=O.[NH2:19][C:20]1[CH:21]=[C:22]([CH:26]=[CH:27][C:28]=1[NH2:29])[C:23]([OH:25])=[O:24]. (7) Given the product [CH:17]1([CH:15]([C:11]2[CH:10]=[C:9]([C:3]3[CH:4]=[CH:5][C:6]([Cl:8])=[CH:7][C:2]=3[Cl:1])[O:13][C:12]=2[CH3:14])[OH:16])[CH2:22][CH2:21][CH2:20][CH2:19][CH2:18]1, predict the reactants needed to synthesize it. The reactants are: [Cl:1][C:2]1[CH:7]=[C:6]([Cl:8])[CH:5]=[CH:4][C:3]=1[C:9]1[O:13][C:12]([CH3:14])=[C:11]([CH:15]=[O:16])[CH:10]=1.[CH:17]1([Mg]Br)[CH2:22][CH2:21][CH2:20][CH2:19][CH2:18]1.O1CCCC1. (8) Given the product [CH3:26][O:25][C:22]1[CH:23]=[C:24]2[C:19](=[CH:20][C:21]=1[O:27][CH3:28])[N:18]=[CH:17][CH:16]=[C:15]2[O:13][C:12]1[C:3]([CH2:1][CH3:2])=[N:4][C:5]2[C:10]([CH:11]=1)=[CH:9][CH:8]=[CH:7][N:6]=2, predict the reactants needed to synthesize it. The reactants are: [CH2:1]([C:3]1[C:12]([OH:13])=[CH:11][C:10]2[C:5](=[N:6][CH:7]=[CH:8][CH:9]=2)[N:4]=1)[CH3:2].Cl[C:15]1[C:24]2[C:19](=[CH:20][C:21]([O:27][CH3:28])=[C:22]([O:25][CH3:26])[CH:23]=2)[N:18]=[CH:17][CH:16]=1.O.